Dataset: Catalyst prediction with 721,799 reactions and 888 catalyst types from USPTO. Task: Predict which catalyst facilitates the given reaction. (1) Reactant: [CH:1]1([CH:4]([C:11]2[CH:16]=[C:15]([CH2:17][O:18][C:19]3[CH:20]=[N:21][C:22]([C:30]4[CH:35]=[C:34]([O:36][CH3:37])[CH:33]=[CH:32][C:31]=4[F:38])=[C:23]([CH2:25][C:26]([CH3:29])([CH3:28])[CH3:27])[CH:24]=3)[N:14]=[CH:13][N:12]=2)[CH2:5][C:6]([O:8]CC)=[O:7])[CH2:3][CH2:2]1.[OH-].[Na+].Cl. Product: [CH:1]1([CH:4]([C:11]2[CH:16]=[C:15]([CH2:17][O:18][C:19]3[CH:20]=[N:21][C:22]([C:30]4[CH:35]=[C:34]([O:36][CH3:37])[CH:33]=[CH:32][C:31]=4[F:38])=[C:23]([CH2:25][C:26]([CH3:29])([CH3:27])[CH3:28])[CH:24]=3)[N:14]=[CH:13][N:12]=2)[CH2:5][C:6]([OH:8])=[O:7])[CH2:2][CH2:3]1. The catalyst class is: 36. (2) Reactant: [F:1][C:2]1[CH:25]=[C:24]([N+:26]([O-:28])=[O:27])[CH:23]=[CH:22][C:3]=1[O:4][C:5]1[CH:10]=[CH:9][N:8]=[C:7]2[CH:11]=[C:12]([C:14]3[CH:15]=[C:16]([OH:21])[C:17]([OH:20])=[CH:18][CH:19]=3)[S:13][C:6]=12.Br[CH2:30][CH2:31][CH2:32][Cl:33].C(=O)([O-])[O-].[Cs+].[Cs+]. Product: [Cl:33][CH2:32][CH2:31][CH2:30][O:21][C:16]1[CH:15]=[C:14]([C:12]2[S:13][C:6]3[C:7](=[N:8][CH:9]=[CH:10][C:5]=3[O:4][C:3]3[CH:22]=[CH:23][C:24]([N+:26]([O-:28])=[O:27])=[CH:25][C:2]=3[F:1])[CH:11]=2)[CH:19]=[CH:18][C:17]=1[O:20][CH2:30][CH2:31][CH2:32][Cl:33]. The catalyst class is: 31. (3) Reactant: Br[C:2]1[C:6]2=[N:7][C:8]([C:11]([NH:13][C:14]3[CH:15]=[N:16][CH:17]=[CH:18][C:19]=3[N:20]3[CH2:25][C@H:24]([CH3:26])[C@@H:23]([O:27][Si:28]([C:31]([CH3:34])([CH3:33])[CH3:32])([CH3:30])[CH3:29])[C@H:22]([NH:35][C:36](=[O:42])[O:37][C:38]([CH3:41])([CH3:40])[CH3:39])[CH2:21]3)=[O:12])=[CH:9][CH:10]=[C:5]2[O:4][CH:3]=1.[CH:43]1([B-](F)(F)F)[CH2:45][CH2:44]1.[K+].C([O-])([O-])=O.[Cs+].[Cs+].C12(P(C34CC5CC(CC(C5)C3)C4)CCCC)CC3CC(CC(C3)C1)C2. Product: [Si:28]([O:27][C@@H:23]1[C@@H:24]([CH3:26])[CH2:25][N:20]([C:19]2[CH:18]=[CH:17][N:16]=[CH:15][C:14]=2[NH:13][C:11]([C:8]2[N:7]=[C:6]3[C:2]([CH:43]4[CH2:45][CH2:44]4)=[CH:3][O:4][C:5]3=[CH:10][CH:9]=2)=[O:12])[CH2:21][C@H:22]1[NH:35][C:36](=[O:42])[O:37][C:38]([CH3:39])([CH3:40])[CH3:41])([C:31]([CH3:33])([CH3:32])[CH3:34])([CH3:29])[CH3:30]. The catalyst class is: 318. (4) Reactant: [SH:1][C@H:2]1[CH2:6][N:5]([S:7]([CH3:10])(=[O:9])=[O:8])[C@H:4]([CH2:11][OH:12])[CH2:3]1.N1C=CC=CC=1.[C:19](OC(=O)C)(=[O:21])[CH3:20]. Product: [OH:12][CH2:11][C@H:4]1[N:5]([S:7]([CH3:10])(=[O:9])=[O:8])[CH2:6][C@H:2]([S:1][C:19](=[O:21])[CH3:20])[CH2:3]1. The catalyst class is: 4.